This data is from NCI-60 drug combinations with 297,098 pairs across 59 cell lines. The task is: Regression. Given two drug SMILES strings and cell line genomic features, predict the synergy score measuring deviation from expected non-interaction effect. (1) Drug 1: C1=NC2=C(N1)C(=S)N=C(N2)N. Drug 2: C1=CN(C=N1)CC(O)(P(=O)(O)O)P(=O)(O)O. Cell line: UO-31. Synergy scores: CSS=24.3, Synergy_ZIP=-1.39, Synergy_Bliss=-2.23, Synergy_Loewe=-5.01, Synergy_HSA=-0.842. (2) Drug 1: COC1=CC(=CC(=C1O)OC)C2C3C(COC3=O)C(C4=CC5=C(C=C24)OCO5)OC6C(C(C7C(O6)COC(O7)C8=CC=CS8)O)O. Drug 2: C1C(C(OC1N2C=C(C(=O)NC2=O)F)CO)O. Cell line: PC-3. Synergy scores: CSS=44.3, Synergy_ZIP=3.90, Synergy_Bliss=3.59, Synergy_Loewe=5.60, Synergy_HSA=8.11. (3) Drug 1: C1=CN(C(=O)N=C1N)C2C(C(C(O2)CO)O)O.Cl. Drug 2: C1CC(=O)NC(=O)C1N2C(=O)C3=CC=CC=C3C2=O. Cell line: NCI/ADR-RES. Synergy scores: CSS=47.6, Synergy_ZIP=3.93, Synergy_Bliss=4.19, Synergy_Loewe=-38.4, Synergy_HSA=2.48. (4) Drug 1: CCC1(CC2CC(C3=C(CCN(C2)C1)C4=CC=CC=C4N3)(C5=C(C=C6C(=C5)C78CCN9C7C(C=CC9)(C(C(C8N6C=O)(C(=O)OC)O)OC(=O)C)CC)OC)C(=O)OC)O.OS(=O)(=O)O. Drug 2: C1CN(CCN1C(=O)CCBr)C(=O)CCBr. Cell line: HCT-15. Synergy scores: CSS=14.2, Synergy_ZIP=-9.08, Synergy_Bliss=-3.12, Synergy_Loewe=-78.9, Synergy_HSA=-1.62. (5) Drug 1: CN1CCC(CC1)COC2=C(C=C3C(=C2)N=CN=C3NC4=C(C=C(C=C4)Br)F)OC. Drug 2: CC1CCC2CC(C(=CC=CC=CC(CC(C(=O)C(C(C(=CC(C(=O)CC(OC(=O)C3CCCCN3C(=O)C(=O)C1(O2)O)C(C)CC4CCC(C(C4)OC)OCCO)C)C)O)OC)C)C)C)OC. Cell line: OVCAR-4. Synergy scores: CSS=38.6, Synergy_ZIP=5.25, Synergy_Bliss=4.77, Synergy_Loewe=2.84, Synergy_HSA=8.78. (6) Drug 1: CCN(CC)CCNC(=O)C1=C(NC(=C1C)C=C2C3=C(C=CC(=C3)F)NC2=O)C. Drug 2: C1CN(P(=O)(OC1)NCCCl)CCCl. Cell line: OVCAR-4. Synergy scores: CSS=-10.6, Synergy_ZIP=1.12, Synergy_Bliss=-8.31, Synergy_Loewe=-12.7, Synergy_HSA=-12.4. (7) Drug 1: CN1CCC(CC1)COC2=C(C=C3C(=C2)N=CN=C3NC4=C(C=C(C=C4)Br)F)OC. Drug 2: CC1=C2C(C(=O)C3(C(CC4C(C3C(C(C2(C)C)(CC1OC(=O)C(C(C5=CC=CC=C5)NC(=O)OC(C)(C)C)O)O)OC(=O)C6=CC=CC=C6)(CO4)OC(=O)C)OC)C)OC. Cell line: HOP-92. Synergy scores: CSS=38.9, Synergy_ZIP=2.16, Synergy_Bliss=3.71, Synergy_Loewe=6.75, Synergy_HSA=8.23. (8) Drug 1: CNC(=O)C1=CC=CC=C1SC2=CC3=C(C=C2)C(=NN3)C=CC4=CC=CC=N4. Drug 2: CC1=C(C=C(C=C1)NC2=NC=CC(=N2)N(C)C3=CC4=NN(C(=C4C=C3)C)C)S(=O)(=O)N.Cl. Cell line: M14. Synergy scores: CSS=-3.48, Synergy_ZIP=4.24, Synergy_Bliss=4.17, Synergy_Loewe=0.529, Synergy_HSA=-0.934. (9) Drug 1: CCC1(CC2CC(C3=C(CCN(C2)C1)C4=CC=CC=C4N3)(C5=C(C=C6C(=C5)C78CCN9C7C(C=CC9)(C(C(C8N6C=O)(C(=O)OC)O)OC(=O)C)CC)OC)C(=O)OC)O.OS(=O)(=O)O. Drug 2: CC1C(C(CC(O1)OC2CC(CC3=C2C(=C4C(=C3O)C(=O)C5=CC=CC=C5C4=O)O)(C(=O)C)O)N)O. Cell line: RPMI-8226. Synergy scores: CSS=48.0, Synergy_ZIP=6.56, Synergy_Bliss=5.21, Synergy_Loewe=4.29, Synergy_HSA=6.74. (10) Drug 1: CC1=C2C(C(=O)C3(C(CC4C(C3C(C(C2(C)C)(CC1OC(=O)C(C(C5=CC=CC=C5)NC(=O)C6=CC=CC=C6)O)O)OC(=O)C7=CC=CC=C7)(CO4)OC(=O)C)O)C)OC(=O)C. Drug 2: C(=O)(N)NO. Synergy scores: CSS=8.17, Synergy_ZIP=-4.19, Synergy_Bliss=-3.21, Synergy_Loewe=-42.2, Synergy_HSA=-3.77. Cell line: UACC-257.